From a dataset of Catalyst prediction with 721,799 reactions and 888 catalyst types from USPTO. Predict which catalyst facilitates the given reaction. (1) Reactant: C(=O)([O-])[O-].[K+].[K+].[NH2:7][CH:8]1[CH2:13][CH2:12][N:11]([CH3:14])[CH2:10][CH2:9]1.F[C:16]1[CH:21]=[CH:20][C:19]([N+:22]([O-:24])=[O:23])=[C:18]([O:25][CH:26]([CH3:28])[CH3:27])[CH:17]=1.C(OCC)(=O)C. Product: [CH:26]([O:25][C:18]1[CH:17]=[C:16]([NH:7][CH:8]2[CH2:13][CH2:12][N:11]([CH3:14])[CH2:10][CH2:9]2)[CH:21]=[CH:20][C:19]=1[N+:22]([O-:24])=[O:23])([CH3:28])[CH3:27]. The catalyst class is: 16. (2) Reactant: Cl[C:2]1[N:7]=[CH:6][NH:5][C:4]2=[N:8][CH:9]=[CH:10][C:3]=12.[CH3:11][N:12]([CH:20]1[CH2:25][CH2:24][NH:23][CH2:22][CH2:21]1)[C:13](=[O:19])[O:14][C:15]([CH3:18])([CH3:17])[CH3:16]. Product: [CH3:11][N:12]([CH:20]1[CH2:21][CH2:22][N:23]([C:2]2[C:3]3[CH:10]=[CH:9][NH:8][C:4]=3[N:5]=[CH:6][N:7]=2)[CH2:24][CH2:25]1)[C:13](=[O:19])[O:14][C:15]([CH3:18])([CH3:16])[CH3:17]. The catalyst class is: 8. (3) The catalyst class is: 350. Reactant: [CH2:1]([O:3][C:4](=[O:25])[CH:5]=[CH:6][C:7]1[CH:12]=[CH:11][C:10]([O:13]CC2C=CC=CC=2)=[CH:9][C:8]=1[C:21]([F:24])([F:23])[F:22])[CH3:2]. Product: [CH2:1]([O:3][C:4](=[O:25])[CH2:5][CH2:6][C:7]1[CH:12]=[CH:11][C:10]([OH:13])=[CH:9][C:8]=1[C:21]([F:23])([F:22])[F:24])[CH3:2]. (4) Reactant: C(O[CH:4](OCC)[CH2:5][Br:6])C.Br.[Br:11][C:12]1[C:17]([NH2:18])=[N:16][C:15](Br)=[CH:14][N:13]=1. Product: [Br:11][C:12]1[N:13]2[CH:14]=[CH:15][N:16]=[C:4]2[C:5]([Br:6])=[N:18][CH:17]=1. The catalyst class is: 41. (5) Reactant: [CH2:1]([S:3]([NH:6][CH2:7][C:8]1[CH:13]=[CH:12][C:11]([CH:14]([CH3:18])[C:15]([OH:17])=O)=[CH:10][C:9]=1[F:19])(=[O:5])=[O:4])[CH3:2].[CH2:20]([O:24][C:25]1[C:30]([CH2:31][NH2:32])=[CH:29][CH:28]=[C:27]([C:33]([F:36])([F:35])[F:34])[N:26]=1)[CH2:21][CH2:22][CH3:23].ON1C2C=CC=CC=2N=N1.CN(C)CCCN=C=NCC.C(N(CC)CC)C. Product: [CH2:20]([O:24][C:25]1[C:30]([CH2:31][NH:32][C:15](=[O:17])[CH:14]([C:11]2[CH:12]=[CH:13][C:8]([CH2:7][NH:6][S:3]([CH2:1][CH3:2])(=[O:4])=[O:5])=[C:9]([F:19])[CH:10]=2)[CH3:18])=[CH:29][CH:28]=[C:27]([C:33]([F:36])([F:34])[F:35])[N:26]=1)[CH2:21][CH2:22][CH3:23]. The catalyst class is: 12. (6) Reactant: [Br:1][C:2]1[N:7]=[C:6]([NH2:8])[CH:5]=[CH:4][C:3]=1[Cl:9].[C:10](O[C:10]([O:12][C:13]([CH3:16])([CH3:15])[CH3:14])=[O:11])([O:12][C:13]([CH3:16])([CH3:15])[CH3:14])=[O:11].C(N(CC)CC)C. Product: [Br:1][C:2]1[N:7]=[C:6]([NH:8][C:10](=[O:11])[O:12][C:13]([CH3:16])([CH3:15])[CH3:14])[CH:5]=[CH:4][C:3]=1[Cl:9]. The catalyst class is: 112. (7) Reactant: [CH3:1][N:2]([CH3:19])[CH2:3][CH2:4][NH:5][C:6](=[O:18])[C:7]1[CH:12]=[CH:11][C:10]([N+:13]([O-])=O)=[C:9]([O:16][CH3:17])[CH:8]=1. Product: [NH2:13][C:10]1[CH:11]=[CH:12][C:7]([C:6]([NH:5][CH2:4][CH2:3][N:2]([CH3:1])[CH3:19])=[O:18])=[CH:8][C:9]=1[O:16][CH3:17]. The catalyst class is: 19.